Dataset: Cav3 T-type calcium channel HTS with 100,875 compounds. Task: Binary Classification. Given a drug SMILES string, predict its activity (active/inactive) in a high-throughput screening assay against a specified biological target. The drug is Clc1ccc(N2CCN(CC2)c2nccc(OC)c2C#N)cc1. The result is 0 (inactive).